Dataset: Catalyst prediction with 721,799 reactions and 888 catalyst types from USPTO. Task: Predict which catalyst facilitates the given reaction. (1) Reactant: C([Si](C)(C)[O:6][C@H:7]1[CH2:15][CH2:14][CH2:13][C@@:12]2([CH3:16])[C@H:8]1[CH2:9][CH2:10][C@@H:11]2[C:17]([CH3:32])([CH2:25][CH2:26][CH2:27][C:28]([CH3:31])([OH:30])[CH3:29])[CH2:18][CH2:19][CH2:20][C:21]([CH3:24])([OH:23])[CH3:22])(C)(C)C.[F-].C([N+](CCCC)(CCCC)CCCC)CCC.C(OCC)(=O)C. Product: [OH:6][C@H:7]1[CH2:15][CH2:14][CH2:13][C@@:12]2([CH3:16])[C@H:8]1[CH2:9][CH2:10][C@@H:11]2[C:17]([CH3:32])([CH2:18][CH2:19][CH2:20][C:21]([CH3:24])([OH:23])[CH3:22])[CH2:25][CH2:26][CH2:27][C:28]([CH3:31])([OH:30])[CH3:29]. The catalyst class is: 7. (2) Reactant: O[CH2:2][C@H:3]([NH:7][C:8]([C:10]1[NH:11][C:12]([C:15]2[CH:20]=[C:19]([O:21][Si:22]([CH:29]([CH3:31])[CH3:30])([CH:26]([CH3:28])[CH3:27])[CH:23]([CH3:25])[CH3:24])[CH:18]=[C:17]([O:32][C@@H:33]([CH3:37])[CH2:34][O:35][CH3:36])[CH:16]=2)=[CH:13][CH:14]=1)=[O:9])[C@@H:4]([OH:6])[CH3:5].CS(O)(=O)=O.C(N(CC)CC)C.[Cl-].[NH4+]. Product: [CH3:36][O:35][CH2:34][C@@H:33]([O:32][C:17]1[CH:16]=[C:15]([C:12]2[NH:11][C:10]([C:8]3[O:9][CH2:2][C@@H:3]([C@@H:4]([OH:6])[CH3:5])[N:7]=3)=[CH:14][CH:13]=2)[CH:20]=[C:19]([O:21][Si:22]([CH:29]([CH3:30])[CH3:31])([CH:26]([CH3:27])[CH3:28])[CH:23]([CH3:24])[CH3:25])[CH:18]=1)[CH3:37]. The catalyst class is: 7. (3) Reactant: [CH3:1][C@@H:2]1[CH2:6][CH2:5][CH2:4][N:3]1[CH2:7][CH2:8][CH2:9][O:10][C:11]1[CH:16]=[CH:15][C:14]([N:17]2[CH:21]=[C:20]([NH2:22])[CH:19]=[N:18]2)=[CH:13][CH:12]=1.[OH:23][C:24]1[CH:32]=[CH:31][C:27]([C:28](O)=[O:29])=[CH:26][CH:25]=1.O.ON1C2C=CC=CC=2N=N1.Cl.CN(C)CCCN=C=NCC. Product: [OH:23][C:24]1[CH:32]=[CH:31][C:27]([C:28]([NH:22][C:20]2[CH:19]=[N:18][N:17]([C:14]3[CH:15]=[CH:16][C:11]([O:10][CH2:9][CH2:8][CH2:7][N:3]4[CH2:4][CH2:5][CH2:6][C@H:2]4[CH3:1])=[CH:12][CH:13]=3)[CH:21]=2)=[O:29])=[CH:26][CH:25]=1. The catalyst class is: 22. (4) Reactant: [Br:1][C:2]1[CH:3]=[C:4]([N:9]2C(=O)[O:12][N:11]=[C:10]2[C:15]2[C:16]([NH:20][CH2:21][CH2:22][CH2:23][NH:24][S:25]([NH2:28])(=[O:27])=[O:26])=[N:17][O:18][N:19]=2)[CH:5]=[CH:6][C:7]=1[F:8].[OH-].[Na+].C(O)(=O)C. Product: [NH2:28][S:25]([NH:24][CH2:23][CH2:22][CH2:21][NH:20][C:16]1[C:15]([C:10](=[N:11][OH:12])[NH:9][C:4]2[CH:5]=[CH:6][C:7]([F:8])=[C:2]([Br:1])[CH:3]=2)=[N:19][O:18][N:17]=1)(=[O:26])=[O:27]. The catalyst class is: 5. (5) Reactant: [Si]([O:8][C:9]1[CH2:10][CH2:11][N:12]([C:15]([O:17][CH2:18][C:19]2[CH:24]=[CH:23][CH:22]=[CH:21][CH:20]=2)=[O:16])[CH2:13][CH:14]=1)(C(C)(C)C)(C)C.[B-](F)(F)(F)[F:26].[B-](F)(F)(F)F.C1[N+]2(CCl)CC[N+](F)(CC2)C1. Product: [F:26][CH:10]1[C:9](=[O:8])[CH2:14][CH2:13][N:12]([C:15]([O:17][CH2:18][C:19]2[CH:24]=[CH:23][CH:22]=[CH:21][CH:20]=2)=[O:16])[CH2:11]1. The catalyst class is: 163. (6) The catalyst class is: 600. Product: [F:24][C:19]1[CH:18]=[C:17]([CH:22]=[C:21]([F:23])[CH:20]=1)[CH2:16][N:14]1[CH:15]=[C:11]([C:10]2[C:4]3[C:5](=[N:6][CH:7]=[C:2]([C:41]4[CH:40]=[CH:39][C:38]([NH:52][S:53]([CH3:56])(=[O:55])=[O:54])=[C:37]([O:36][CH3:35])[CH:42]=4)[CH:3]=3)[N:8]([S:25]([C:28]3[CH:29]=[CH:30][C:31]([CH3:32])=[CH:33][CH:34]=3)(=[O:26])=[O:27])[CH:9]=2)[CH:12]=[N:13]1. Reactant: Br[C:2]1[CH:3]=[C:4]2[C:10]([C:11]3[CH:12]=[N:13][N:14]([CH2:16][C:17]4[CH:22]=[C:21]([F:23])[CH:20]=[C:19]([F:24])[CH:18]=4)[CH:15]=3)=[CH:9][N:8]([S:25]([C:28]3[CH:34]=[CH:33][C:31]([CH3:32])=[CH:30][CH:29]=3)(=[O:27])=[O:26])[C:5]2=[N:6][CH:7]=1.[CH3:35][O:36][C:37]1[CH:42]=[C:41](B2OC(C)(C)C(C)(C)O2)[CH:40]=[CH:39][C:38]=1[NH:52][S:53]([CH3:56])(=[O:55])=[O:54].C(=O)([O-])[O-].[Na+].[Na+].